This data is from Retrosynthesis with 50K atom-mapped reactions and 10 reaction types from USPTO. The task is: Predict the reactants needed to synthesize the given product. Given the product O=C(O)COc1cccc2c1OCC2CCO, predict the reactants needed to synthesize it. The reactants are: COC(=O)COc1cccc2c1OCC2CCO.